From a dataset of Peptide-MHC class II binding affinity with 134,281 pairs from IEDB. Regression. Given a peptide amino acid sequence and an MHC pseudo amino acid sequence, predict their binding affinity value. This is MHC class II binding data. (1) The peptide sequence is VLTRLEAWLTEHGCN. The MHC is DRB3_0202 with pseudo-sequence DRB3_0202. The binding affinity (normalized) is 0.440. (2) The peptide sequence is IAAFVGAAATLVSLLTFMIA. The MHC is DRB1_1501 with pseudo-sequence DRB1_1501. The binding affinity (normalized) is 0.219. (3) The peptide sequence is KAVEAYLVAHPDLYK. The MHC is HLA-DQA10102-DQB10502 with pseudo-sequence HLA-DQA10102-DQB10502. The binding affinity (normalized) is 0.537.